From a dataset of NCI-60 drug combinations with 297,098 pairs across 59 cell lines. Regression. Given two drug SMILES strings and cell line genomic features, predict the synergy score measuring deviation from expected non-interaction effect. (1) Drug 1: COC1=CC(=CC(=C1O)OC)C2C3C(COC3=O)C(C4=CC5=C(C=C24)OCO5)OC6C(C(C7C(O6)COC(O7)C8=CC=CS8)O)O. Drug 2: C(CC(=O)O)C(=O)CN.Cl. Cell line: EKVX. Synergy scores: CSS=18.8, Synergy_ZIP=-10.1, Synergy_Bliss=-6.72, Synergy_Loewe=-10.1, Synergy_HSA=-4.81. (2) Drug 1: C1CC2CC3=C(CC1C24CN(S(=O)(=O)N4)CC(F)(F)F)C=CC(=C3)C=CCN5CCC(CC5)C(F)(F)F. Drug 2: CC1C(C(CC(O1)OC2CC(CC3=C2C(=C4C(=C3O)C(=O)C5=C(C4=O)C(=CC=C5)OC)O)(C(=O)CO)O)N)O. Cell line: HCT116. Synergy scores: CSS=56.7, Synergy_ZIP=-4.92, Synergy_Bliss=-8.20, Synergy_Loewe=-12.4, Synergy_HSA=-4.73. (3) Drug 1: CCC1=C2CN3C(=CC4=C(C3=O)COC(=O)C4(CC)O)C2=NC5=C1C=C(C=C5)O. Drug 2: C1=CC=C(C(=C1)C(C2=CC=C(C=C2)Cl)C(Cl)Cl)Cl. Cell line: SK-OV-3. Synergy scores: CSS=5.36, Synergy_ZIP=-6.68, Synergy_Bliss=-3.64, Synergy_Loewe=-18.7, Synergy_HSA=-1.74. (4) Drug 1: CC1=C(C=C(C=C1)NC2=NC=CC(=N2)N(C)C3=CC4=NN(C(=C4C=C3)C)C)S(=O)(=O)N.Cl. Drug 2: CC(CN1CC(=O)NC(=O)C1)N2CC(=O)NC(=O)C2. Cell line: SR. Synergy scores: CSS=63.7, Synergy_ZIP=4.04, Synergy_Bliss=1.05, Synergy_Loewe=0.701, Synergy_HSA=2.93. (5) Drug 1: CN(CC1=CN=C2C(=N1)C(=NC(=N2)N)N)C3=CC=C(C=C3)C(=O)NC(CCC(=O)O)C(=O)O. Drug 2: CC(C)CN1C=NC2=C1C3=CC=CC=C3N=C2N. Cell line: UACC-257. Synergy scores: CSS=21.0, Synergy_ZIP=1.07, Synergy_Bliss=1.48, Synergy_Loewe=-0.300, Synergy_HSA=-0.314. (6) Drug 1: CN1C(=O)N2C=NC(=C2N=N1)C(=O)N. Drug 2: CC(C)(C#N)C1=CC(=CC(=C1)CN2C=NC=N2)C(C)(C)C#N. Cell line: NCI-H322M. Synergy scores: CSS=-1.54, Synergy_ZIP=-0.0592, Synergy_Bliss=-3.82, Synergy_Loewe=-5.62, Synergy_HSA=-5.88. (7) Drug 1: CC1=C(C=C(C=C1)NC(=O)C2=CC=C(C=C2)CN3CCN(CC3)C)NC4=NC=CC(=N4)C5=CN=CC=C5. Drug 2: CC(C)(C#N)C1=CC(=CC(=C1)CN2C=NC=N2)C(C)(C)C#N. Cell line: HCC-2998. Synergy scores: CSS=-0.0885, Synergy_ZIP=4.90, Synergy_Bliss=3.07, Synergy_Loewe=-10.8, Synergy_HSA=-8.99. (8) Drug 1: CCC1(CC2CC(C3=C(CCN(C2)C1)C4=CC=CC=C4N3)(C5=C(C=C6C(=C5)C78CCN9C7C(C=CC9)(C(C(C8N6C=O)(C(=O)OC)O)OC(=O)C)CC)OC)C(=O)OC)O.OS(=O)(=O)O. Drug 2: C1=NC(=NC(=O)N1C2C(C(C(O2)CO)O)O)N. Cell line: NCI/ADR-RES. Synergy scores: CSS=10.3, Synergy_ZIP=-2.23, Synergy_Bliss=2.79, Synergy_Loewe=1.22, Synergy_HSA=1.82.